From a dataset of Forward reaction prediction with 1.9M reactions from USPTO patents (1976-2016). Predict the product of the given reaction. (1) Given the reactants [CH:1]1([O:6][C:7]2[CH:8]=[C:9]([CH:12]=[CH:13][C:14]=2[O:15][CH3:16])[CH:10]=[O:11])[CH2:5][CH2:4][CH2:3][CH2:2]1.[Cl-].[NH4+].Cl.[CH:20]1(OC2C=C(C=C(OC)C=2)C=O)CCCC1, predict the reaction product. The product is: [CH:1]1([O:6][C:7]2[CH:8]=[C:9]([CH:10]([OH:11])[CH3:20])[CH:12]=[CH:13][C:14]=2[O:15][CH3:16])[CH2:2][CH2:3][CH2:4][CH2:5]1. (2) Given the reactants ClCCl.B(Br)(Br)Br.[Br:8][C:9]1[C:10](=[O:24])[N:11]([C:16]2[CH:21]=[CH:20][C:19]([O:22]C)=[CH:18][CH:17]=2)[N:12]=[CH:13][C:14]=1[Br:15], predict the reaction product. The product is: [Br:8][C:9]1[C:10](=[O:24])[N:11]([C:16]2[CH:17]=[CH:18][C:19]([OH:22])=[CH:20][CH:21]=2)[N:12]=[CH:13][C:14]=1[Br:15]. (3) Given the reactants [CH3:1][C:2]1[CH:7]=[CH:6][C:5]([S:8][C:9]2[CH:14]=[CH:13][C:12]([OH:15])=[CH:11][CH:10]=2)=[C:4]([NH:16][C:17]2[C:26]3[C:21](=[N:22][C:23]([CH3:27])=[CH:24][CH:25]=3)[N:20]=[CH:19][CH:18]=2)[CH:3]=1.[CH3:28][N:29]([CH3:44])[C:30]1[CH:39]=[CH:38][CH:37]=[C:36]2[C:31]=1[CH:32]=[CH:33][CH:34]=[C:35]2[S:40](Cl)(=[O:42])=[O:41].C(N(CC)C(C)C)(C)C, predict the reaction product. The product is: [CH3:1][C:2]1[CH:7]=[CH:6][C:5]([S:8][C:9]2[CH:10]=[CH:11][C:12]([O:15][S:40]([C:35]3[C:36]4[C:31](=[C:30]([N:29]([CH3:44])[CH3:28])[CH:39]=[CH:38][CH:37]=4)[CH:32]=[CH:33][CH:34]=3)(=[O:42])=[O:41])=[CH:13][CH:14]=2)=[C:4]([NH:16][C:17]2[C:26]3[C:21](=[N:22][C:23]([CH3:27])=[CH:24][CH:25]=3)[N:20]=[CH:19][CH:18]=2)[CH:3]=1. (4) Given the reactants [CH3:1][O:2][C:3]([C@H:5]([NH:8][C:9](=[O:15])[O:10][C:11]([CH3:14])([CH3:13])[CH3:12])[CH2:6][OH:7])=[O:4].N1C=CN=C1.[CH3:21][C:22]([Si:25](Cl)([CH3:27])[CH3:26])([CH3:24])[CH3:23], predict the reaction product. The product is: [CH3:1][O:2][C:3]([C@H:5]([NH:8][C:9](=[O:15])[O:10][C:11]([CH3:12])([CH3:14])[CH3:13])[CH2:6][O:7][Si:25]([C:22]([CH3:24])([CH3:23])[CH3:21])([CH3:27])[CH3:26])=[O:4]. (5) Given the reactants [NH2:1][C:2]1[CH:3]=[C:4]([CH:8]=[C:9]([N:11]2[CH2:15][CH2:14][CH2:13][C:12]2=[O:16])[CH:10]=1)[C:5]([OH:7])=[O:6].Cl.[CH3:18]N(C)CCCN=C=NCC, predict the reaction product. The product is: [CH3:18][O:6][C:5](=[O:7])[C:4]1[CH:8]=[C:9]([N:11]2[CH2:15][CH2:14][CH2:13][C:12]2=[O:16])[CH:10]=[C:2]([NH2:1])[CH:3]=1. (6) Given the reactants [Cl:1][C:2]1[CH:7]=[CH:6][CH:5]=[CH:4][C:3]=1[N:8]1[C:12]([C:13]([OH:15])=[O:14])=[CH:11][C:10]([C:16]([F:19])([F:18])[F:17])=[N:9]1.[CH3:20][CH2:21]N=C=NCCCN(C)C.C(Cl)Cl, predict the reaction product. The product is: [CH2:20]([O:14][C:13]([C:12]1[N:8]([C:3]2[CH:4]=[CH:5][CH:6]=[CH:7][C:2]=2[Cl:1])[N:9]=[C:10]([C:16]([F:19])([F:17])[F:18])[CH:11]=1)=[O:15])[CH3:21]. (7) Given the reactants CS(C)=O.[H-].[Na+].[I-].[CH3:8][S+](C)C.[C:12]([C:15]1[CH:20]=[CH:19][CH:18]=[CH:17][CH:16]=1)(=[O:14])[CH3:13], predict the reaction product. The product is: [CH3:13][C:12]1([C:15]2[CH:20]=[CH:19][CH:18]=[CH:17][CH:16]=2)[CH2:8][O:14]1. (8) Given the reactants [NH2:1][C:2]1[CH:7]=[CH:6][C:5]([N:8]2[CH2:13][CH2:12][N:11](C(OC(C)(C)C)=O)[CH2:10][CH2:9]2)=[CH:4][C:3]=1[NH:21][S:22]([C:25]1[CH:30]=[CH:29][CH:28]=[CH:27][CH:26]=1)(=[O:24])=[O:23].[S:31](Cl)([C:34]1[C:46]2[CH:45]=[CH:44][CH:43]=[C:39]([N:40]([CH3:42])[CH3:41])[C:38]=2[CH:37]=[CH:36][CH:35]=1)(=[O:33])=[O:32], predict the reaction product. The product is: [CH3:41][N:40]([CH3:42])[C:39]1[CH:43]=[CH:44][CH:45]=[C:46]2[C:38]=1[CH:37]=[CH:36][CH:35]=[C:34]2[S:31]([NH:1][C:2]1[CH:7]=[CH:6][C:5]([N:8]2[CH2:9][CH2:10][NH:11][CH2:12][CH2:13]2)=[CH:4][C:3]=1[NH:21][S:22]([C:25]1[CH:30]=[CH:29][CH:28]=[CH:27][CH:26]=1)(=[O:23])=[O:24])(=[O:33])=[O:32]. (9) Given the reactants Br[C:2]1[CH:7]=[CH:6][C:5]([CH3:8])=[CH:4][C:3]=1[F:9].[Li]CCCC.[CH3:15][CH2:16][C:17](=[O:20])[CH2:18][CH3:19], predict the reaction product. The product is: [F:9][C:3]1[CH:4]=[C:5]([CH3:8])[CH:6]=[CH:7][C:2]=1[C:17]([OH:20])([CH2:18][CH3:19])[CH2:16][CH3:15].